From a dataset of Catalyst prediction with 721,799 reactions and 888 catalyst types from USPTO. Predict which catalyst facilitates the given reaction. (1) Reactant: [OH:1][C:2]12[CH2:11][C:6]3([C:12]([OH:17])([CH2:15][CH3:16])[CH2:13][CH3:14])[CH2:7][CH:8]([CH2:10][C:4]([OH:18])([CH2:5]3)[CH2:3]1)[CH2:9]2.[C:19](Cl)(=[O:22])[CH:20]=[CH2:21].C(N(CC)CC)C. Product: [OH:1][C:2]12[CH2:11][C:6]3([C:12]([O:17][C:19](=[O:22])[CH:20]=[CH2:21])([CH2:13][CH3:14])[CH2:15][CH3:16])[CH2:7][CH:8]([CH2:10][C:4]([OH:18])([CH2:5]3)[CH2:3]1)[CH2:9]2. The catalyst class is: 12. (2) Reactant: [C:1]([O:5][C:6](=[O:33])[NH:7][CH:8]([C:28]1[NH:29][CH:30]=[CH:31][N:32]=1)[CH2:9][C:10]1[CH:18]=[C:17]([CH3:19])[C:16]2[C:12](=[CH:13][N:14]([CH2:20][O:21][CH2:22][CH2:23][Si:24]([CH3:27])([CH3:26])[CH3:25])[N:15]=2)[CH:11]=1)([CH3:4])([CH3:3])[CH3:2].[F:34][C:35]1[CH:36]=[C:37]([CH:40]=[CH:41][CH:42]=1)[CH2:38]Br.C(=O)([O-])[O-].[K+].[K+]. Product: [F:34][C:35]1[CH:36]=[C:37]([CH:40]=[CH:41][CH:42]=1)[CH2:38][N:32]1[CH:31]=[CH:30][N:29]=[C:28]1[CH:8]([NH:7][C:6](=[O:33])[O:5][C:1]([CH3:4])([CH3:2])[CH3:3])[CH2:9][C:10]1[CH:18]=[C:17]([CH3:19])[C:16]2[C:12](=[CH:13][N:14]([CH2:20][O:21][CH2:22][CH2:23][Si:24]([CH3:25])([CH3:27])[CH3:26])[N:15]=2)[CH:11]=1. The catalyst class is: 9. (3) Reactant: [C:1]([O:5][C:6](=[O:21])[NH:7][CH2:8][CH2:9][CH2:10][CH2:11][NH:12][CH:13]([C:15]1[CH:20]=[N:19][CH:18]=[CH:17][N:16]=1)[CH3:14])([CH3:4])([CH3:3])[CH3:2].[CH3:22][C:23]1[C:24]([CH:29]=O)=[N:25][CH:26]=[CH:27][CH:28]=1.[BH-](OC(C)=O)(OC(C)=O)OC(C)=O.[Na+]. Product: [C:1]([O:5][C:6](=[O:21])[NH:7][CH2:8][CH2:9][CH2:10][CH2:11][N:12]([CH2:29][C:24]1[C:23]([CH3:22])=[CH:28][CH:27]=[CH:26][N:25]=1)[CH:13]([C:15]1[CH:20]=[N:19][CH:18]=[CH:17][N:16]=1)[CH3:14])([CH3:2])([CH3:3])[CH3:4]. The catalyst class is: 2. (4) Reactant: [Br:1][C:2]1[C:3]([C:7]2[C:8]([F:28])=[C:9]([N:13]([CH2:25][O:26][CH3:27])[S:14]([C:17]3[CH:22]=[C:21]([F:23])[CH:20]=[CH:19][C:18]=3[F:24])(=[O:16])=[O:15])[CH:10]=[CH:11][CH:12]=2)=[N:4][NH:5][CH:6]=1.[H-].[Na+].Br[CH2:32][CH2:33][O:34][CH:35]1[CH2:40][CH2:39][CH2:38][CH2:37][O:36]1. Product: [Br:1][C:2]1[C:3]([C:7]2[C:8]([F:28])=[C:9]([N:13]([CH2:25][O:26][CH3:27])[S:14]([C:17]3[CH:22]=[C:21]([F:23])[CH:20]=[CH:19][C:18]=3[F:24])(=[O:16])=[O:15])[CH:10]=[CH:11][CH:12]=2)=[N:4][N:5]([CH2:32][CH2:33][O:34][CH:35]2[CH2:40][CH2:39][CH2:38][CH2:37][O:36]2)[CH:6]=1. The catalyst class is: 31. (5) The catalyst class is: 2. Product: [OH:8][NH:9][C:10]([C:12]1[CH:13]=[N:14][C:15]([N:18]2[CH2:19][CH:20]3[CH:22]([CH:21]3[N:24]([CH2:36][CH2:37][N:38]([CH2:41][CH3:42])[CH2:39][CH3:40])[CH2:25][C:26]3[CH:35]=[CH:34][C:33]4[C:28](=[CH:29][CH:30]=[CH:31][CH:32]=4)[CH:27]=3)[CH2:23]2)=[N:16][CH:17]=1)=[O:11]. Reactant: C(OC([O:8][NH:9][C:10]([C:12]1[CH:13]=[N:14][C:15]([N:18]2[CH2:23][CH:22]3[CH:20]([CH:21]3[N:24]([CH2:36][CH2:37][N:38]([CH2:41][CH3:42])[CH2:39][CH3:40])[CH2:25][C:26]3[CH:35]=[CH:34][C:33]4[C:28](=[CH:29][CH:30]=[CH:31][CH:32]=4)[CH:27]=3)[CH2:19]2)=[N:16][CH:17]=1)=[O:11])C)C(C)C.Cl.O1CCOCC1. (6) Reactant: C(OC(=O)[NH:7][CH2:8][C:9]#[C:10][C:11]1[N:19]=[C:18]2[C:14]([N:15]=[CH:16][N:17]2[C@@H:20]2[CH2:24][C@H:23]([NH:25][C:26](=[O:29])[CH2:27][OH:28])[C@@H:22]([OH:30])[C@H:21]2[OH:31])=[C:13]([NH:32][C@H:33]([CH2:41][OH:42])[CH2:34][C:35]2[CH:40]=[CH:39][CH:38]=[CH:37][CH:36]=2)[N:12]=1)(C)(C)C. The catalyst class is: 209. Product: [NH2:7][CH2:8][C:9]#[C:10][C:11]1[N:19]=[C:18]2[C:14]([N:15]=[CH:16][N:17]2[C@@H:20]2[CH2:24][C@H:23]([NH:25][C:26](=[O:29])[CH2:27][OH:28])[C@@H:22]([OH:30])[C@H:21]2[OH:31])=[C:13]([NH:32][C@H:33]([CH2:41][OH:42])[CH2:34][C:35]2[CH:36]=[CH:37][CH:38]=[CH:39][CH:40]=2)[N:12]=1. (7) Reactant: [CH2:1]([C:4]1[NH:5][C:6](=[O:15])[N:7]([C:9]2[CH:14]=[CH:13][CH:12]=[CH:11][N:10]=2)[N:8]=1)[CH2:2][CH3:3].[H-].[Na+].[CH3:18][C:19]1[N:20]=[C:21]([N:25]([CH2:46][O:47][CH2:48][CH2:49][O:50][CH3:51])[S:26]([C:29]2[S:30][CH:31]=[CH:32][C:33]=2[C:34]2[CH:45]=[CH:44][C:37]([CH2:38]OS(C)(=O)=O)=[CH:36][CH:35]=2)(=[O:28])=[O:27])[S:22][C:23]=1[CH3:24].O. Product: [CH3:18][C:19]1[N:20]=[C:21]([N:25]([CH2:46][O:47][CH2:48][CH2:49][O:50][CH3:51])[S:26]([C:29]2[S:30][CH:31]=[CH:32][C:33]=2[C:34]2[CH:45]=[CH:44][C:37]([CH2:38][N:5]3[C:6](=[O:15])[N:7]([C:9]4[CH:14]=[CH:13][CH:12]=[CH:11][N:10]=4)[N:8]=[C:4]3[CH2:1][CH2:2][CH3:3])=[CH:36][CH:35]=2)(=[O:28])=[O:27])[S:22][C:23]=1[CH3:24]. The catalyst class is: 42.